This data is from Full USPTO retrosynthesis dataset with 1.9M reactions from patents (1976-2016). The task is: Predict the reactants needed to synthesize the given product. (1) Given the product [Cl:1][C:2]1[CH:7]=[C:6]([CH3:8])[C:5]([F:9])=[CH:4][C:3]=1[C:14]1[N:19]=[C:18]([NH2:20])[N:17]=[C:16]([NH:21][CH3:22])[CH:15]=1, predict the reactants needed to synthesize it. The reactants are: [Cl:1][C:2]1[CH:7]=[C:6]([CH3:8])[C:5]([F:9])=[CH:4][C:3]=1B(O)O.I[C:14]1[N:19]=[C:18]([NH2:20])[N:17]=[C:16]([NH:21][CH3:22])[CH:15]=1. (2) Given the product [Cl:20][C:21]1[CH:31]=[CH:30][C:24]2[N:25]([CH2:2][C:3]([N:5]3[CH2:10][CH2:9][N:8]([C:11]4[CH:16]=[CH:15][C:14]([Cl:17])=[C:13]([O:18][CH3:19])[CH:12]=4)[CH2:7][CH2:6]3)=[O:4])[C:26](=[O:29])[CH2:27][O:28][C:23]=2[CH:22]=1, predict the reactants needed to synthesize it. The reactants are: Cl[CH2:2][C:3]([N:5]1[CH2:10][CH2:9][N:8]([C:11]2[CH:16]=[CH:15][C:14]([Cl:17])=[C:13]([O:18][CH3:19])[CH:12]=2)[CH2:7][CH2:6]1)=[O:4].[Cl:20][C:21]1[CH:31]=[CH:30][C:24]2[NH:25][C:26](=[O:29])[CH2:27][O:28][C:23]=2[CH:22]=1.C(=O)([O-])[O-].[Cs+].[Cs+]. (3) Given the product [OH:2][CH2:1][CH2:3][NH:4][C:8](=[O:9])[CH2:7][C:6](=[O:10])[CH3:5], predict the reactants needed to synthesize it. The reactants are: [CH2:1]([CH2:3][NH2:4])[OH:2].[CH2:5]=[C:6]1[O:10][C:8](=[O:9])[CH2:7]1. (4) Given the product [CH3:37][C:35]([NH:38][CH2:21][CH:20]([C:11]1[C:12]2[O:17][CH2:16][C:15](=[O:18])[NH:14][C:13]=2[CH:19]=[C:9]([OH:8])[CH:10]=1)[OH:26])([CH3:36])[CH2:34][C:31]1[CH:32]=[CH:33][CH:28]=[CH:29][C:30]=1[C:39]([F:40])([F:41])[F:42], predict the reactants needed to synthesize it. The reactants are: C([O:8][C:9]1[CH:10]=[C:11]([C:20](=[O:26])[CH:21](OCC)O)[C:12]2[O:17][CH2:16][C:15](=[O:18])[NH:14][C:13]=2[CH:19]=1)C1C=CC=CC=1.Cl[C:28]1[CH:33]=[CH:32][C:31]([CH2:34][C:35]([NH2:38])([CH3:37])[CH3:36])=[C:30]([C:39]([F:42])([F:41])[F:40])[CH:29]=1.FC(F)(F)C([O-])=O. (5) Given the product [NH2:12][C:11]1[C:2]([OH:1])=[CH:3][C:4]([C:15]([F:16])([F:17])[F:18])=[C:5]([CH:10]=1)[C:6]([O:8][CH3:9])=[O:7], predict the reactants needed to synthesize it. The reactants are: [OH:1][C:2]1[C:11]([N+:12]([O-])=O)=[CH:10][C:5]([C:6]([O:8][CH3:9])=[O:7])=[C:4]([C:15]([F:18])([F:17])[F:16])[CH:3]=1. (6) Given the product [OH:30][C:27]1[CH:28]=[CH:29][C:24]([C:9]2[CH2:10][CH2:11][N:12]([C:15]([O:17][C:18]([CH3:19])([CH3:20])[CH3:21])=[O:16])[CH2:13][CH:14]=2)=[CH:25][C:26]=1[CH:31]([CH3:33])[CH3:32], predict the reactants needed to synthesize it. The reactants are: CC1(C)C(C)(C)OB([C:9]2[CH2:10][CH2:11][N:12]([C:15]([O:17][C:18]([CH3:21])([CH3:20])[CH3:19])=[O:16])[CH2:13][CH:14]=2)O1.Br[C:24]1[CH:29]=[CH:28][C:27]([OH:30])=[C:26]([CH:31]([CH3:33])[CH3:32])[CH:25]=1.C(=O)([O-])[O-].[K+].[K+]. (7) Given the product [C:28]([NH:31][N:32]=[C:11]([C:12]1[C:7]([CH2:8][CH:9]([OH:10])[CH3:27])=[CH:6][CH:5]=[C:14]([O:15][CH3:16])[C:13]=1[NH:31][C:28](=[O:30])[CH3:29])[C:17]1[CH:22]=[CH:21][C:20]([N+:23]([O-:25])=[O:24])=[CH:19][CH:18]=1)(=[O:30])[CH3:29], predict the reactants needed to synthesize it. The reactants are: C(N[C:5]1[CH:6]=[C:7]2[C:12](=[CH:13][C:14]=1[O:15][CH3:16])[C:11](O)([C:17]1[CH:22]=[CH:21][C:20]([N+:23]([O-:25])=[O:24])=[CH:19][CH:18]=1)[O:10][CH:9]([CH3:27])[CH2:8]2)(=O)C.[C:28]([NH:31][NH2:32])(=[O:30])[CH3:29].